This data is from NCI-60 drug combinations with 297,098 pairs across 59 cell lines. The task is: Regression. Given two drug SMILES strings and cell line genomic features, predict the synergy score measuring deviation from expected non-interaction effect. (1) Drug 1: C1CN1C2=NC(=NC(=N2)N3CC3)N4CC4. Drug 2: CN1C2=C(C=C(C=C2)N(CCCl)CCCl)N=C1CCCC(=O)O.Cl. Cell line: HCT-15. Synergy scores: CSS=0.315, Synergy_ZIP=-1.38, Synergy_Bliss=0.357, Synergy_Loewe=-18.4, Synergy_HSA=-3.54. (2) Drug 1: CC(C1=C(C=CC(=C1Cl)F)Cl)OC2=C(N=CC(=C2)C3=CN(N=C3)C4CCNCC4)N. Drug 2: COC1=CC(=CC(=C1O)OC)C2C3C(COC3=O)C(C4=CC5=C(C=C24)OCO5)OC6C(C(C7C(O6)COC(O7)C8=CC=CS8)O)O. Cell line: UACC62. Synergy scores: CSS=31.4, Synergy_ZIP=-3.17, Synergy_Bliss=1.33, Synergy_Loewe=-2.29, Synergy_HSA=2.50.